This data is from Human Reference Interactome with 51,813 positive PPI pairs across 8,248 proteins, plus equal number of experimentally-validated negative pairs. The task is: Binary Classification. Given two protein amino acid sequences, predict whether they physically interact or not. (1) Protein 1 (ENSG00000157303) has sequence MRWAAATLRGKARPRGRAGVTTPAPGNRTGTCAKLRLPPQATFQVLRGNGASVGTVLMFRCPSNHQMVGSGLLTCTWKGSIAEWSSGSPVCKLVPPHETFGFKVAVIASIVSCAIILLMSMAFLTCCLLKCVKKSKRRRSNRSAQLWSQLKDEDLETVQAAYLGLKHFNKPVSGPSQAHDNHSFTTDHGESTSKLASVTRSVDKDPGIPRALSLSGSSSSPQAQVMVHMANPRQPLPASGLATGMPQQPAAYALG*MKNIGLVMEWEIPEIICTCAKLRLPPQATFQVLRGNGASVGTVL.... Protein 2 (ENSG00000113068) has sequence MAAPVDLELKKAFTELQAKVIDTQQKVKLADIQIEQLNRTKKHAHLTDTEIMTLVDETNMYEGVGRMFILQSKEAIHSQLLEKQKIAEEKIKELEQKKSYLERSVKEAEDNIREMLMARRAQ*MAAPVDLELKKVYSSVQGSNSQSAVREAENSRRKN*MAAPVDLELKKAFTELQAKVIDTQQKVKLADIQIEQLNRTKKHAHLTDTEIMTLVDETNMYEGVGRMFILQSKEAIHSQLLEKQKIAEEKIKELEVTEPFLSWGMGLALFSFPFLYL*. Result: 0 (the proteins do not interact). (2) Protein 1 (ENSG00000109332) has sequence MALKRINKELSDLARDPPAQCSAGPVGDDMFHWQATIMGPNDSPYQGGVFFLTIHFPTDYPFKPPKVAFTTRIYHPNINSNGSICLDILRSQWSPALTISKVLLSICSLLCDPNPDDPLVPEIARIYKTDRDKYNRISREWTQKYAM*MLSNRKCLSKELSDLARDPPAQCSAGPVGDDMFHWQATIMGPNDSPYQGGVFFLTIHFPTDYPFKPPKVAFTTRIYHPNINSNGSICLDILRSQWSPALTISKVLLSICSLLCDPNPDDPLVPEIARIYKTDRDKYNRISREWTQKYAM*MA.... Protein 2 (ENSG00000265491) has sequence MAEASAAGADSGAAVAAHRFFCHFCKGEVSPKLPEYICPRCESGFIEEVTDDSSFLGGGGSRIDNTTTTHFAELWGHLDHTMFFQDFRPFLSSSPLDQDNRANERGHQTHTDFWGARPPRLPLGRRYRSRGSSRPDRSPAIEGILQHIFAGFFANSAIPGSPHPFSWSGMLHSNPGDYAWGQTGLDAIVTQLLGQLENTGPPPADKEKITSLPTVTVTQEQVDMGLECPVCKEDYTVEEEVRQLPCNHFFHSSCIVPWLELHDTCPVCRKSLNGEDSTRQSQSTEASASNRFSNDSQLHD.... Result: 1 (the proteins interact). (3) Protein 1 (ENSG00000214706) has sequence MPRARKGNTLRKGGQRRGGGARSSAQADSGSSDDEAASEARSTASECPSLLSTTAEDSLVPRPGRVLLRACAWP*MAWNSPSRRPVWQGGAPREDGGARGVWLPSSGQVSAQRTGRRLVGLEPTPTGSLTPRPPRPVPGMPRARKGNTLRKGGQRRGGGARSSAQADSGSSDDEAASEARSTASECPSLLSTTAEDSLGGDVVDEQGQQEDLEEKLKEYVDCLTDKSAKTRQGALESLRLALASRLLPDFLLERRLTLADALEKCLKKGKGEEQALAAAVLGLLCVQLGPGPKGEELFHS.... Protein 2 (ENSG00000167780) has sequence MEPGGARLRLQRTEGLGGERERQPCGDGNTETHRAPDLVQWTRHMEAVKAQLLEQAQGQLRELLDRAMREAIQSYPSQDKPLPPPPPGSLSRTQEPSLGKQKVFIIRKSLLDELMEVQHFRTIYHMFIAGLCVFIISTLAIDFIDEGRLLLEFDLLIFSFGQLPLALVTWVPMFLSTLLAPYQALRLWARGTWTQATGLGCALLAAHAVVLCALPVHVAVEHQLPPASRCVLVFEQVRFLMKSYSFLREAVPGTLRARRGEGIQAPSFSSYLYFLFCPTLIYRETYPRTPYVRWNYVAKN.... Result: 0 (the proteins do not interact). (4) Protein 1 (ENSG00000132963) has sequence MNARGLGSELKDSIPVTELSASGPFESHDLLRKGFSCVKNELLPSHPLELSEKNFQLNQDKMNFSTLRNIQGLFAPLKLQMEFKAVQQVQRLPFLSSSNLSLDVLRGNDETIGFEDILNDPSQSEVMGEPHLMVEYKLGLL*MNFSTLRNIQGLFAPLKLQMEFKAVQQVQRLPFLSSSNLSLDVLRGNDETIGFEDILNDPSQSEVMGEPHLMVEYKLGLL*. Protein 2 (ENSG00000032389) has sequence MEDDAPVIYGLEFQARALTPQTAETDAIRFLVGTQSLKYDNQNKDWKEIGQKGLKIEPRVIFRCFSQGMCSKTTQRMPGNLDPYHRF*MEDDAPVIYGLEFQARALTPQTAETDAIRFLVGTQSLKYDNQIHIIDFDDENNIINKNVLLHQAGEIWHISASPADRGVLTTCYNRTSDSKVLTCAAVWRMPKELESGSHESPDDSSSTAQTLELLCHLDNTAHGNMACVVWEPMGDGKKIISLADNHILLWDLQESSSQAVLASSASLEGKGQLKFTSGRWSPHHNCTQVATANDTTLRGW.... Result: 0 (the proteins do not interact). (5) Protein 1 (ENSG00000213085) has sequence MPLSTAGILSSSSAASNRSRNKARYRTKAVSSEVDESLFGDIKSPAQGQSDSPIVLLRDKHTLQKTLTALGLDRKPETIQLITRDMVRELIVPTEDPSGESLIISPEEFERIKWASHVLTREELEARDQAFKKEKEATMDAVMTRKKIMKQKEMVWNNNKKLSDLEEVAKERAQNLLQRANKLRMEQEEELKDMSKIILNAKCHAIRDAQILEKQQIQKELDTEEKRLDQMMEVERQKSIQRQEELERKRREERIRGRRQIVEQMEKNQEERSLLAEQREQEKEQMLEYMEQLQEEDLKD.... Result: 0 (the proteins do not interact). Protein 2 (ENSG00000187555) has sequence MNHQQQQQQQKAGEQQLSEPEDMEMEAGDTDDPPRITQNPVINGNVALSDGHNTAEEDMEDDTSWRSEATFQFTVERFSRLSESVLSPPCFVRNLPWKIMVMPRFYPDRPHQKSVGFFLQCNAESDSTSWSCHAQAVLKIINYRDDEKSFSRRISHLFFHKENDWGFSNFMAWSEVTDPEKGFIDDDKVTFEVFVQADAPHGVAWDSKKHTGYVGLKNQGATCYMNSLLQTLFFTNQLRKAVYMMPTEGDDSSKSVPLALQRVFYELQHSDKPVGTKKLTKSFGWETLDSFMQHDVQELC.... (6) Protein 1 (ENSG00000163380) has sequence MSEHSRNSDQEELLDEEINEDEILANLSAEELKELQSEMEVMAPDPSLPVGMIQKDQTDKPPTGNFNHKSLVDYMYWEKASRRMLEEERVPVTFVKSEEKTQEEHEEIEKRNKNMAQYLKEKLNNEIVANKRESKGSSNIQETDEEDEEEEDDDDDDEGEDDGEESEETNREEEGKAKEQIRNCENNCQQVTDKAFKEQRDRPEAQEQSEKKISKLDPKKLALDTSFLKVSTRPSGNQTDLDGSLRRVRKNDPDMKELNLNNIENIPKEMLLDFVNAMKKNKHIKTFSLANVGADENVAF.... Protein 2 (ENSG00000242616) has sequence MSSGASASALQRLVEQLKLEAGVERIKVSQAAAELQQYCMQNACKDALLVGVPAGSNPFREPRSCALL*. Result: 0 (the proteins do not interact). (7) Protein 1 (ENSG00000050426) has sequence MALSRVCWARSAVWGSAVTPGHFVTRRLQLGRSGLAWGAPRSSKLHLSPKADVKNLMSYVVTKTKAINGKYHRFLGRHFPRFYVLYTIFMKGLQMLWADAKKARRIKTNMWKHNIKFHQLPYREMEHLRQFRQDVTKCLFLGIISIPPFANYLVFLLMYLFPRQLLIRHFWTPKQQTDFLDIYHAFRKQSHPEIISYLEKVIPLISDAGLRWRLTDLCTKIQRGTHPAIHDILALRECFSNHPLGMNQLQALHVKALSRAMLLTSYLPPPLLRHRLKTHTTVIHQLDKALAKLGIGQLTA.... Protein 2 (ENSG00000178149) has sequence MLTFLQQLRVDWPAASERASSHTLRSHALEELTSANDGRTLSPGILGRLCLKELVEEQGRTAGYDPNLDNCLVTEDLLSVLAELQEALWHWPEDSHPGLAGASDTGTGGCLVVHVVSCEEEFQQQKLDLLWQKLVDKAPLRQKHLICGPVKVAGAPGTLMTAPEYYEFRHTQVCKASALKHGGDLAQDPAWTEIFGVLSVATIKFEMLSTAPQSQLFLALADSSISTKGTKSGTFVMYNCARLATLFESYKCSMEQGLYPTFPPVSSLDFSLLHDEGEWLLLFNSILPFPDLLSRTAVLD.... Result: 0 (the proteins do not interact). (8) Protein 1 (ENSG00000146857) has sequence MGKIDVDKILFFNQEIRLWQLIMATPEENSNPHDRATPQLPAQLQELEHRVARRRLSQARHRATLAALFNNLRKTVYSQSDLIASKWQVLNKAKSHIPELEQTLDNLLKLKASFNLEDGHASSLEEVKKEYASMYSGNDSFPQNGSSPWYLNFYKQTMDLLTGSGIITPQEAALPIVSAAISHLWQNLSEERKASLRQAWAQKHRGPATLAEACREPACAEGSVKDSGVDSQGASCSLVSTPEEILFEDAFDVASFLDKSEVPSTSSSSSVLASCNPENPEEKFQLYMQIINFFKGLSCA.... Protein 2 (ENSG00000095752) has sequence MNCVCRLVLVVLSLWPDTAVAPGPPPGPPRVSPDPRAELDSTVLLTRSLLADTRQLAAQLRDKFPADGDHNLDSLPTLAMSAGALGALQLPGVLTRLRADLLSYLRHVQWLRRAGGSSLKTLEPELGTLQARLDRLLRRLQLLMSRLALPQPPPDPPAPPLAPPSSAWGGIRAAHAILGGLHLTLDWAVRGLLLLKTRL*MSAGALGALQLPGVLTRLRADLLSYLRHVQWLRRAGGSSLKTLEPELGTLQARLDRLLRRLQLLMSRLALPQPPPDPPAPPLAPPSSAWGGIRAAHAILG.... Result: 0 (the proteins do not interact). (9) Protein 2 (ENSG00000134001) has sequence MPGLSCRFYQHKFPEVEDVVMVNVRSIAEMGAYVSLLEYNNIEGMILLSELSRRRIRSINKLIRIGRNECVVVIRVDKEKGYIDLSKRRVSPEEAIKCEDKFTKSKTVYSILRHVAEVLEYTKDEQLESLFQRTAWVFDDKYKRPGYGAYDAFKHAVSDPSILDSLDLNEDEREVLINNINRRLTPQAVKIRADIEVACYGYEGIDAVKEALRAGLNCSTENMPIKINLIAPPRYVMTTTTLERTEGLSVLSQAMAVIKEKIEEKRGVFNVQMEPKVVTDTDETELARQMERLERENAEV.... Result: 0 (the proteins do not interact). Protein 1 (ENSG00000068438) has sequence MGRTSKDKRDVYYRLAKENGWRARSAFKLLQLDKEFQLFQGVTRAVDLCAAPGSWSQVLSQKIGGQGSGHVVAVDLQAMAPLPGVVQIQGDITQLSTAKEIIQHFKGCPADLVVCDGAPDVTGLHDVDEYMQAQLLLAALNIATHVLKPGGCFVAKIFRGRDVTLLYSQLQVFFSSVLCAKPRSSRNSSIEAFAVCQGYDPPEGFIPDLSKPLLDHSYDFNQLDGPTRIIVPFVTCGDLSSYDSDRSYPLDLEGGSEYKYTPPTQPPISPPYQEACTLKRKGQLAKEIRPQDCPISRVDT....